Dataset: Full USPTO retrosynthesis dataset with 1.9M reactions from patents (1976-2016). Task: Predict the reactants needed to synthesize the given product. (1) Given the product [F:22][C:3]1[CH:4]=[C:5]([C:19]([NH2:21])=[O:20])[C:6]2[NH:7][C:8]3[C:13]([C:14]=2[C:2]=1[C:38]1[CH:39]=[CH:40][CH:41]=[C:36]([N:30]2[C:29](=[O:52])[C:28]4[C:33](=[C:24]([F:23])[CH:25]=[CH:26][CH:27]=4)[N:32]([CH3:34])[C:31]2=[O:35])[C:37]=1[CH3:51])=[CH:12][CH:11]=[C:10]([C:15]([OH:18])([CH3:17])[CH3:16])[CH:9]=3, predict the reactants needed to synthesize it. The reactants are: Br[C:2]1[C:14]2[C:13]3[C:8](=[CH:9][C:10]([C:15]([OH:18])([CH3:17])[CH3:16])=[CH:11][CH:12]=3)[NH:7][C:6]=2[C:5]([C:19]([NH2:21])=[O:20])=[CH:4][C:3]=1[F:22].[F:23][C:24]1[CH:25]=[CH:26][CH:27]=[C:28]2[C:33]=1[N:32]([CH3:34])[C:31](=[O:35])[N:30]([C:36]1[CH:41]=[CH:40][CH:39]=[C:38](B3OC(C)(C)C(C)(C)O3)[C:37]=1[CH3:51])[C:29]2=[O:52].C([O-])([O-])=O.[Cs+].[Cs+]. (2) Given the product [Cl:1][C:2]1[CH:3]=[CH:4][C:5]([C@H:8]([C@@H:12]([CH3:17])[C:13]([F:16])([F:15])[F:14])[C:9]([NH:18][C:19]2[C:20]([CH3:34])=[C:21]([CH2:25][CH2:26][C:27]([O:29][C:30]([CH3:32])([CH3:31])[CH3:33])=[O:28])[CH:22]=[CH:23][CH:24]=2)=[O:11])=[CH:6][CH:7]=1, predict the reactants needed to synthesize it. The reactants are: [Cl:1][C:2]1[CH:7]=[CH:6][C:5]([C@H:8]([C@@H:12]([CH3:17])[C:13]([F:16])([F:15])[F:14])[C:9]([OH:11])=O)=[CH:4][CH:3]=1.[NH2:18][C:19]1[C:20]([CH3:34])=[C:21]([CH2:25][CH2:26][C:27]([O:29][C:30]([CH3:33])([CH3:32])[CH3:31])=[O:28])[CH:22]=[CH:23][CH:24]=1.F[P-](F)(F)(F)(F)F.N1(OC(N(C)C)=[N+](C)C)C2N=CC=CC=2N=N1.N1C=CC=CC=1. (3) Given the product [F:1][C:2]1[CH:3]=[C:4]([NH:9][C:10]2[C:11]([C:12]([NH:20][CH:21]3[CH2:22][CH2:23][N:24]([C:27]([O:29][C:30]([CH3:33])([CH3:32])[CH3:31])=[O:28])[CH2:25][CH2:26]3)=[O:14])=[CH:15][C:16]([F:19])=[CH:17][N:18]=2)[CH:5]=[CH:6][C:7]=1[F:8], predict the reactants needed to synthesize it. The reactants are: [F:1][C:2]1[CH:3]=[C:4]([NH:9][C:10]2[N:18]=[CH:17][C:16]([F:19])=[CH:15][C:11]=2[C:12]([OH:14])=O)[CH:5]=[CH:6][C:7]=1[F:8].[NH2:20][CH:21]1[CH2:26][CH2:25][N:24]([C:27]([O:29][C:30]([CH3:33])([CH3:32])[CH3:31])=[O:28])[CH2:23][CH2:22]1.CN(C(ON1N=NC2C=CC=NC1=2)=[N+](C)C)C.F[P-](F)(F)(F)(F)F.C1C=NC2N(O)N=NC=2C=1.CCN(C(C)C)C(C)C. (4) Given the product [Cl:1][C:2]1[CH:7]=[CH:6][C:5]([C:8]2[CH:13]=[CH:12][N:11]3[C:14](=[O:17])[N:15]([CH2:32][CH2:33][CH:34]([CH3:36])[CH3:35])[N:16]=[C:10]3[C:9]=2[C:18]2[CH:19]=[CH:20][C:21]([Cl:24])=[CH:22][CH:23]=2)=[CH:4][CH:3]=1, predict the reactants needed to synthesize it. The reactants are: [Cl:1][C:2]1[CH:7]=[CH:6][C:5]([C:8]2[CH:13]=[CH:12][N:11]3[C:14](=[O:17])[NH:15][N:16]=[C:10]3[C:9]=2[C:18]2[CH:23]=[CH:22][C:21]([Cl:24])=[CH:20][CH:19]=2)=[CH:4][CH:3]=1.C([O-])([O-])=O.[K+].[K+].Br[CH2:32][CH2:33][CH:34]([CH3:36])[CH3:35]. (5) Given the product [N:4]1[C:5]2[CH2:6][CH2:7][CH2:8][C:9]=2[CH:10]=[C:2]([C:17]#[N:18])[CH:3]=1, predict the reactants needed to synthesize it. The reactants are: Cl[C:2]1[CH:3]=[N:4][C:5]2[CH2:6][CH2:7][CH2:8][C:9]=2[CH:10]=1.C(=O)([O-])[O-].[Na+].[Na+].[CH3:17][N:18]1CCCC1=O. (6) The reactants are: [CH:1]([C:4]1[CH:9]=[C:8]([C:10]2[C:11]([OH:19])=[C:12]([O:17][CH3:18])[CH:13]=[C:14]([CH3:16])[CH:15]=2)[C:7]([OH:20])=[CH:6][C:5]=1[CH3:21])([CH3:3])[CH3:2].N1[CH:27]=[CH:26][CH:25]=[CH:24][CH:23]=1.Cl[P:29]1[O:35][C:34]2[CH:36]=[CH:37][CH:38]=[CH:39][C:33]=2[C:32]2[CH:40]=[CH:41][CH:42]=[CH:43][C:31]=2[O:30]1. Given the product [CH:1]([C:4]1[C:5]([CH3:21])=[CH:6][C:7]([O:20][P:29]2[O:35][C:34]3[CH:36]=[CH:37][CH:38]=[CH:39][C:33]=3[C:32]3[CH:40]=[CH:41][CH:42]=[CH:43][C:31]=3[O:30]2)=[C:8]([C:10]2[CH:15]=[C:14]([CH3:16])[CH:13]=[C:12]([O:17][CH3:18])[C:11]=2[O:19][P:29]2[O:35][C:26]3[CH:27]=[CH:34][CH:36]=[CH:37][C:25]=3[C:24]3[CH:43]=[CH:31][CH:32]=[CH:33][C:23]=3[O:30]2)[CH:9]=1)([CH3:3])[CH3:2], predict the reactants needed to synthesize it. (7) Given the product [CH:7]1([CH2:11][NH:12][CH2:13][C:14]2[C:19]([CH:20]([CH3:22])[CH3:21])=[CH:18][C:17]([NH:23][C:24]3[CH:25]=[C:26]([CH3:30])[CH:27]=[CH:28][CH:29]=3)=[N:16][CH:15]=2)[CH2:10][CH2:9][CH2:8]1, predict the reactants needed to synthesize it. The reactants are: B.O1CCCC1.[CH:7]1([CH2:11][NH:12][C:13](=O)[C:14]2[C:19]([CH:20]([CH3:22])[CH3:21])=[CH:18][C:17]([NH:23][C:24]3[CH:25]=[C:26]([CH3:30])[CH:27]=[CH:28][CH:29]=3)=[N:16][CH:15]=2)[CH2:10][CH2:9][CH2:8]1.CO.Cl.